Dataset: Reaction yield outcomes from USPTO patents with 853,638 reactions. Task: Predict the reaction yield, written as a fraction of the theoretical maximum amount of product (1.0 means a 100% yield; for example, 0.34 means a 34% yield). (1) The reactants are [CH3:1][O:2][C:3]([C:5]1[C:13]([NH:14][C:15]2[CH:20]=[CH:19][CH:18]=[CH:17][C:16]=2[CH3:21])=[C:12]([F:22])[C:8]2[NH:9][CH:10]=[N:11][C:7]=2[CH:6]=1)=[O:4].CO.C1C(=O)N([I:32])C(=O)C1.CC1C=CC(S(O)(=O)=O)=CC=1.O. The catalyst is C1COCC1.C(Cl)Cl. The product is [CH3:1][O:2][C:3]([C:5]1[C:13]([NH:14][C:15]2[CH:20]=[CH:19][C:18]([I:32])=[CH:17][C:16]=2[CH3:21])=[C:12]([F:22])[C:8]2[NH:9][CH:10]=[N:11][C:7]=2[CH:6]=1)=[O:4]. The yield is 0.690. (2) The reactants are Br[C:2]1[C:3]2[CH:18]=[CH:17][C:16]([O:19][CH3:20])=[CH:15][C:4]=2[S:5][C:6]=1[C:7]1[CH:12]=[CH:11][C:10]([O:13][CH3:14])=[CH:9][CH:8]=1.[NH2:21][C:22]1[CH:34]=[CH:33][C:25]([CH:26]=[CH:27][C:28]([O:30][CH2:31][CH3:32])=[O:29])=[CH:24][CH:23]=1.[O-]P([O-])([O-])=O.[K+].[K+].[K+].O1CCOCC1. The catalyst is CCOC(C)=O. The product is [CH3:20][O:19][C:16]1[CH:17]=[CH:18][C:3]2[C:2]([NH:21][C:22]3[CH:23]=[CH:24][C:25](/[CH:26]=[CH:27]/[C:28]([O:30][CH2:31][CH3:32])=[O:29])=[CH:33][CH:34]=3)=[C:6]([C:7]3[CH:12]=[CH:11][C:10]([O:13][CH3:14])=[CH:9][CH:8]=3)[S:5][C:4]=2[CH:15]=1. The yield is 0.150. (3) The reactants are C1(CS(O[CH2:12][CH2:13][C@H:14]([NH:16][S:17]([CH2:20][C:21]2[CH:26]=[CH:25][CH:24]=[CH:23][CH:22]=2)(=[O:19])=[O:18])[CH3:15])(=O)=O)C=CC=CC=1.[Cl-:27].[Na+].CN(C)C=O. The catalyst is CCOC(C)=O. The yield is 0.580. The product is [Cl:27][CH2:12][CH2:13][C@H:14]([NH:16][S:17]([CH2:20][C:21]1[CH:26]=[CH:25][CH:24]=[CH:23][CH:22]=1)(=[O:19])=[O:18])[CH3:15]. (4) The reactants are [Br:1][C:2]1[C:3]([C:7]2[CH:12]=[CH:11][CH:10]=[CH:9][CH:8]=2)=[N:4][NH:5][CH:6]=1.[C:13](Cl)([C:26]1[CH:31]=[CH:30][CH:29]=[CH:28][CH:27]=1)([C:20]1[CH:25]=[CH:24][CH:23]=[CH:22][CH:21]=1)[C:14]1[CH:19]=[CH:18][CH:17]=[CH:16][CH:15]=1.C([O-])([O-])=O.[K+].[K+].O. The catalyst is CN(C=O)C. The product is [Br:1][C:2]1[C:3]([C:7]2[CH:12]=[CH:11][CH:10]=[CH:9][CH:8]=2)=[N:4][N:5]([C:13]([C:14]2[CH:19]=[CH:18][CH:17]=[CH:16][CH:15]=2)([C:26]2[CH:27]=[CH:28][CH:29]=[CH:30][CH:31]=2)[C:20]2[CH:21]=[CH:22][CH:23]=[CH:24][CH:25]=2)[CH:6]=1. The yield is 0.630. (5) The reactants are [CH3:1][CH:2]([CH3:17])[CH2:3][CH2:4][N:5]1[C:10]2[N:11]=[CH:12][CH:13]=[CH:14][C:9]=2[C:8](=[O:15])O[C:6]1=[O:16].[CH3:18][C:19]1[O:20][C:21]2[CH:38]=[CH:37][C:24]3[NH:25][C:26]([CH2:31]C(OCC)=O)=[N:27][S:28](=[O:30])(=[O:29])[C:23]=3[C:22]=2[N:39]=1.[H-].[Na+].Cl. The catalyst is O1CCCC1.O.C(O)(=O)C. The product is [OH:15][C:8]1[C:9]2[C:10](=[N:11][CH:12]=[CH:13][CH:14]=2)[N:5]([CH2:4][CH2:3][CH:2]([CH3:1])[CH3:17])[C:6](=[O:16])[C:31]=1[C:26]1[NH:25][C:24]2[CH:37]=[CH:38][C:21]3[O:20][C:19]([CH3:18])=[N:39][C:22]=3[C:23]=2[S:28](=[O:30])(=[O:29])[N:27]=1. The yield is 0.600.